From a dataset of Reaction yield outcomes from USPTO patents with 853,638 reactions. Predict the reaction yield, written as a fraction of the theoretical maximum amount of product (1.0 means a 100% yield; for example, 0.34 means a 34% yield). (1) The reactants are [CH3:1][O:2][C:3](=[O:22])[CH:4]([N:6]1[CH2:11][CH2:10][N:9]([C:12]2[CH:17]=[CH:16][C:15]([C:18]([F:21])([F:20])[F:19])=[CH:14][N:13]=2)[CH2:8][CH2:7]1)[CH3:5].[CH:23](NC(C)C)(C)C.[Li].CI. The catalyst is C1COCC1. The product is [CH3:1][O:2][C:3](=[O:22])[C:4]([CH3:23])([N:6]1[CH2:7][CH2:8][N:9]([C:12]2[CH:17]=[CH:16][C:15]([C:18]([F:20])([F:21])[F:19])=[CH:14][N:13]=2)[CH2:10][CH2:11]1)[CH3:5]. The yield is 0.817. (2) The reactants are [CH2:1]1[C:5]2([O:10][CH2:9][CH2:8][CH2:7][O:6]2)[CH2:4][C@@H:3]([C:11]2[NH:12][CH:13]=[C:14]([C:16]3[CH:21]=[CH:20][C:19]([C:22]4[CH:27]=[CH:26][C:25]([C:28]5[N:29]=[C:30]([C@@H:33]6[CH2:37][CH2:36][CH2:35][N:34]6[C:38]([C@@H:40]([NH:44][C:45](=[O:48])[O:46][CH3:47])[CH:41]([CH3:43])[CH3:42])=[O:39])[NH:31][CH:32]=5)=[CH:24][CH:23]=4)=[CH:18][CH:17]=3)[N:15]=2)[NH:2]1.[CH3:49][O:50][C:51]([NH:53][C@H:54]([C:58](O)=[O:59])[CH:55]([CH3:57])[CH3:56])=[O:52].CN(C(ON1N=NC2C=CC=NC1=2)=[N+](C)C)C.F[P-](F)(F)(F)(F)F. No catalyst specified. The product is [CH3:42][CH:41]([CH3:43])[C@H:40]([NH:44][C:45](=[O:48])[O:46][CH3:47])[C:38]([N:34]1[CH2:35][CH2:36][CH2:37][C@H:33]1[C:30]1[NH:31][CH:32]=[C:28]([C:25]2[CH:26]=[CH:27][C:22]([C:19]3[CH:18]=[CH:17][C:16]([C:14]4[N:15]=[C:11]([C@@H:3]5[CH2:4][C:5]6([O:10][CH2:9][CH2:8][CH2:7][O:6]6)[CH2:1][N:2]5[C:58](=[O:59])[C@@H:54]([NH:53][C:51]([O:50][CH3:49])=[O:52])[CH:55]([CH3:57])[CH3:56])[NH:12][CH:13]=4)=[CH:21][CH:20]=3)=[CH:23][CH:24]=2)[N:29]=1)=[O:39]. The yield is 0.530. (3) The reactants are [F:1][C:2]1[CH:3]=[C:4]([C@@H:9]2[CH2:13][N:12]([C:14]3[CH:15]=[N:16][N:17](CC4C=CC(OC)=CC=4)[CH:18]=3)[CH2:11][C@H:10]2[NH:28][C:29]([NH:31][C:32]2[N:36]([C:37]3[CH:42]=[CH:41][CH:40]=[CH:39][CH:38]=3)[N:35]=[C:34]([O:43][CH2:44][CH3:45])[C:33]=2[CH3:46])=[O:30])[CH:5]=[CH:6][C:7]=1[F:8]. The catalyst is C(O)(C(F)(F)F)=O. The product is [F:1][C:2]1[CH:3]=[C:4]([C@@H:9]2[CH2:13][N:12]([C:14]3[CH:15]=[N:16][NH:17][CH:18]=3)[CH2:11][C@H:10]2[NH:28][C:29]([NH:31][C:32]2[N:36]([C:37]3[CH:38]=[CH:39][CH:40]=[CH:41][CH:42]=3)[N:35]=[C:34]([O:43][CH2:44][CH3:45])[C:33]=2[CH3:46])=[O:30])[CH:5]=[CH:6][C:7]=1[F:8]. The yield is 0.730. (4) The reactants are [NH2:1][C:2]([CH3:8])([CH3:7])[CH2:3][C:4]([OH:6])=[O:5].[OH-].[Na+].[C:11]([O:15][C:16](O[C:16]([O:15][C:11]([CH3:14])([CH3:13])[CH3:12])=[O:17])=[O:17])([CH3:14])([CH3:13])[CH3:12]. The catalyst is O1CCOCC1. The product is [C:11]([O:15][C:16]([NH:1][C:2]([CH3:8])([CH3:7])[CH2:3][C:4]([OH:6])=[O:5])=[O:17])([CH3:14])([CH3:13])[CH3:12]. The yield is 0.729. (5) The reactants are [Br:1][C:2]1[CH:7]=[CH:6][C:5]([N+:8]([O-])=O)=[C:4]([O:11][C:12]2[CH:17]=[CH:16][C:15]([O:18][CH3:19])=[CH:14][CH:13]=2)[CH:3]=1.CC(O)=O. The catalyst is [Zn].CO. The product is [Br:1][C:2]1[CH:7]=[CH:6][C:5]([NH2:8])=[C:4]([O:11][C:12]2[CH:17]=[CH:16][C:15]([O:18][CH3:19])=[CH:14][CH:13]=2)[CH:3]=1. The yield is 1.03.